Dataset: Forward reaction prediction with 1.9M reactions from USPTO patents (1976-2016). Task: Predict the product of the given reaction. (1) Given the reactants N1(C/C(/C2SC=CN=2)=C/[C:9]2[CH:18]=[CH:17][C:12]([C:13]([O:15]C)=[O:14])=[C:11]([C:19]3[CH:24]=[CH:23][CH:22]=[CH:21][CH:20]=3)[CH:10]=2)C=CN=C1.[OH-].[Na+], predict the reaction product. The product is: [C:19]1([C:11]2[CH:10]=[CH:9][CH:18]=[CH:17][C:12]=2[C:13]([OH:15])=[O:14])[CH:20]=[CH:21][CH:22]=[CH:23][CH:24]=1. (2) Given the reactants Cl.[CH3:2][O:3][C:4]1[CH:9]=[CH:8][C:7]([NH:10][NH2:11])=[CH:6][CH:5]=1.C(N(CC)CC)C.[CH2:19]([O:26][C:27]([N:29]1[CH2:34][CH2:33][CH:32]([C:35](=O)[CH2:36][C:37]([C:39]2[CH:44]=[CH:43][C:42]([O:45][CH2:46][C:47]3[CH:52]=[CH:51][CH:50]=[CH:49][CH:48]=3)=[CH:41][CH:40]=2)=O)[CH2:31][CH2:30]1)=[O:28])[C:20]1[CH:25]=[CH:24][CH:23]=[CH:22][CH:21]=1, predict the reaction product. The product is: [CH2:19]([O:26][C:27]([N:29]1[CH2:30][CH2:31][CH:32]([C:35]2[CH:36]=[C:37]([C:39]3[CH:40]=[CH:41][C:42]([O:45][CH2:46][C:47]4[CH:48]=[CH:49][CH:50]=[CH:51][CH:52]=4)=[CH:43][CH:44]=3)[N:10]([C:7]3[CH:8]=[CH:9][C:4]([O:3][CH3:2])=[CH:5][CH:6]=3)[N:11]=2)[CH2:33][CH2:34]1)=[O:28])[C:20]1[CH:21]=[CH:22][CH:23]=[CH:24][CH:25]=1.